This data is from Forward reaction prediction with 1.9M reactions from USPTO patents (1976-2016). The task is: Predict the product of the given reaction. (1) Given the reactants C(=O)=O.[OH:4][C:5]([CH:7]([C:9]1[CH:18]=[CH:17][C:12]([CH2:13][CH:14]([CH3:16])[CH3:15])=[CH:11][CH:10]=1)[CH3:8])=[O:6].CC(C)=O.O.C(=O)=O.N#N, predict the reaction product. The product is: [OH:6][C:5]([CH:7]([C:9]1[CH:10]=[CH:11][C:12]([CH2:13][CH:14]([CH3:15])[CH3:16])=[CH:17][CH:18]=1)[CH3:8])=[O:4]. (2) Given the reactants [N:1]1[C:6]2[C:7]3[CH:19]=[CH:18][CH:17]=[N:16][C:8]=3[NH:9][C:10]3[CH:15]=[N:14][CH:13]=[CH:12][C:11]=3[C:5]=2[CH:4]=[N:3][C:2]=1[NH:20][CH:21]1[CH2:26][CH2:25][N:24](C(OC(C)(C)C)=O)[CH2:23][CH2:22]1.Cl, predict the reaction product. The product is: [NH:24]1[CH2:23][CH2:22][CH:21]([NH:20][C:2]2[N:3]=[CH:4][C:5]3[C:11]4[CH:12]=[CH:13][N:14]=[CH:15][C:10]=4[NH:9][C:8]4[N:16]=[CH:17][CH:18]=[CH:19][C:7]=4[C:6]=3[N:1]=2)[CH2:26][CH2:25]1. (3) Given the reactants [NH2:1][C:2]1[C:3]([C:7]2[NH:23][C:10]3=[CH:11][C:12]4[C:13]([CH3:22])([CH3:21])[C:14](=[O:20])[N:15]([CH2:18][CH3:19])[C:16]=4[CH:17]=[C:9]3[N:8]=2)=[N:4][NH:5][CH:6]=1.[F:24][C:25]1[CH:33]=[CH:32][C:28]([C:29](Cl)=[O:30])=[CH:27][C:26]=1[CH3:34], predict the reaction product. The product is: [CH2:18]([N:15]1[C:16]2[CH:17]=[C:9]3[N:8]=[C:7]([C:3]4[C:2]([NH:1][C:29](=[O:30])[C:28]5[CH:32]=[CH:33][C:25]([F:24])=[C:26]([CH3:34])[CH:27]=5)=[CH:6][NH:5][N:4]=4)[NH:23][C:10]3=[CH:11][C:12]=2[C:13]([CH3:22])([CH3:21])[C:14]1=[O:20])[CH3:19]. (4) Given the reactants [CH3:1][O:2][C:3](=[O:26])[CH2:4][C@@H:5]1[N:11]=[C:10]([C:12]2[CH:17]=[CH:16][C:15]([Cl:18])=[CH:14][CH:13]=2)[C:9]2[CH:19]=[C:20]([O:23][CH3:24])[CH:21]=[CH:22][C:8]=2[NH:7][C:6]1=S.O.[NH2:28][NH2:29].CCN(CC)CC.[C:37](Cl)(=[O:39])[CH3:38], predict the reaction product. The product is: [CH3:1][O:2][C:3](=[O:26])[CH2:4][C@@H:5]1[N:11]=[C:10]([C:12]2[CH:17]=[CH:16][C:15]([Cl:18])=[CH:14][CH:13]=2)[C:9]2[CH:19]=[C:20]([O:23][CH3:24])[CH:21]=[CH:22][C:8]=2[N:7]=[C:6]1[NH:28][NH:29][C:37](=[O:39])[CH3:38].